This data is from Forward reaction prediction with 1.9M reactions from USPTO patents (1976-2016). The task is: Predict the product of the given reaction. Given the reactants [CH2:1]([N:8]1[CH2:13][CH2:12][N:11]2[C:14]([C:17](=[O:37])[CH2:18][C:19]3[CH:27]=[C:26]([CH3:28])[C:25]4[C:21](=[CH:22][N:23]([CH2:29][O:30][CH2:31][CH2:32][Si:33]([CH3:36])([CH3:35])[CH3:34])[N:24]=4)[CH:20]=3)=[N:15][CH:16]=[C:10]2[CH2:9]1)[C:2]1[CH:7]=[CH:6][CH:5]=[CH:4][CH:3]=1.[BH4-].[Na+], predict the reaction product. The product is: [CH2:1]([N:8]1[CH2:13][CH2:12][N:11]2[C:14]([CH:17]([OH:37])[CH2:18][C:19]3[CH:27]=[C:26]([CH3:28])[C:25]4[C:21](=[CH:22][N:23]([CH2:29][O:30][CH2:31][CH2:32][Si:33]([CH3:34])([CH3:36])[CH3:35])[N:24]=4)[CH:20]=3)=[N:15][CH:16]=[C:10]2[CH2:9]1)[C:2]1[CH:7]=[CH:6][CH:5]=[CH:4][CH:3]=1.